The task is: Predict which catalyst facilitates the given reaction.. This data is from Catalyst prediction with 721,799 reactions and 888 catalyst types from USPTO. (1) Reactant: [CH3:1][O:2][C@H:3]1[CH2:7][CH2:6][N:5]([CH:8]2[CH2:13][CH2:12][CH:11]([NH:14]C(=O)OCC3C=CC=CC=3)[CH2:10][CH2:9]2)[CH2:4]1. Product: [CH3:1][O:2][C@H:3]1[CH2:7][CH2:6][N:5]([CH:8]2[CH2:13][CH2:12][CH:11]([NH2:14])[CH2:10][CH2:9]2)[CH2:4]1. The catalyst class is: 256. (2) Reactant: [O:1]1[C:10]2[C:5](=[N:6][CH:7]=[C:8]([CH2:11][NH:12][CH:13]3[CH2:18][CH2:17][N:16]([CH2:19][CH2:20][N:21]4[C:30]5[C:25](=[N:26][CH:27]=[C:28]([F:31])[CH:29]=5)[CH:24]=[CH:23][C:22]4=[O:32])[CH2:15][CH2:14]3)[CH:9]=2)[O:4][CH2:3][CH2:2]1.[ClH:33].C(OCC)(=O)C. Product: [ClH:33].[O:1]1[C:10]2[C:5](=[N:6][CH:7]=[C:8]([CH2:11][NH:12][CH:13]3[CH2:18][CH2:17][N:16]([CH2:19][CH2:20][N:21]4[C:30]5[C:25](=[N:26][CH:27]=[C:28]([F:31])[CH:29]=5)[CH:24]=[CH:23][C:22]4=[O:32])[CH2:15][CH2:14]3)[CH:9]=2)[O:4][CH2:3][CH2:2]1. The catalyst class is: 13. (3) Reactant: [OH:1][C:2]1[CH:3]=[C:4]2[C:8](=[CH:9][CH:10]=1)[N:7]1[CH2:11][CH2:12][CH2:13][CH:14]([CH2:15][C:16]([O:18][CH2:19][CH3:20])=[O:17])[C:6]1=[CH:5]2.CN(C=O)C.C(=O)([O-])[O-].[Cs+].[Cs+].Cl[CH2:33][C:34]1[CH:39]=[CH:38][C:37]([O:40][CH:41]([CH3:43])[CH3:42])=[C:36]([C:44]([F:47])([F:46])[F:45])[CH:35]=1. Product: [CH:41]([O:40][C:37]1[CH:38]=[CH:39][C:34]([CH2:33][O:1][C:2]2[CH:3]=[C:4]3[C:8](=[CH:9][CH:10]=2)[N:7]2[CH2:11][CH2:12][CH2:13][CH:14]([CH2:15][C:16]([O:18][CH2:19][CH3:20])=[O:17])[C:6]2=[CH:5]3)=[CH:35][C:36]=1[C:44]([F:45])([F:46])[F:47])([CH3:43])[CH3:42]. The catalyst class is: 161. (4) Reactant: [O:1]=[C:2]1[C:11]2[C:6](=[CH:7][CH:8]=[CH:9][CH:10]=2)[O:5][CH:4]([C:12](O)=[O:13])[CH2:3]1.B.CSC.Cl. Product: [OH:13][CH2:12][CH:4]1[CH2:3][C:2](=[O:1])[C:11]2[C:6](=[CH:7][CH:8]=[CH:9][CH:10]=2)[O:5]1. The catalyst class is: 1. (5) Reactant: [H-].[Na+].[H][H].Cl.[Cl:6][C:7]1[CH:12]=[CH:11][CH:10]=[C:9]([Cl:13])[C:8]=1[C:14]1[CH:18]=[C:17]([C:19]2[CH:24]=[C:23]([NH2:25])[CH:22]=[CH:21][N:20]=2)[O:16][N:15]=1.[CH2:26]=O.[CH:28]([OH:31])([CH3:30])[CH3:29]. Product: [Cl:13][C:9]1[CH:10]=[CH:11][CH:12]=[C:7]([Cl:6])[C:8]=1[C:14]1[CH:18]=[C:17]([C:19]2[CH:24]=[C:23]([NH:25][CH2:26][O:31][CH:28]([CH3:30])[CH3:29])[CH:22]=[CH:21][N:20]=2)[O:16][N:15]=1. The catalyst class is: 6. (6) Reactant: C([O:3][C:4](=[O:19])[CH2:5][CH:6]1[O:10][B:9]([OH:11])[C:8]2[CH:12]=[C:13]([OH:18])[CH:14]=[C:15]([CH2:16][CH3:17])[C:7]1=2)C.[Li+].[OH-].Cl. Product: [CH2:16]([C:15]1[C:7]2[CH:6]([CH2:5][C:4]([OH:19])=[O:3])[O:10][B:9]([OH:11])[C:8]=2[CH:12]=[C:13]([OH:18])[CH:14]=1)[CH3:17]. The catalyst class is: 20.